This data is from Reaction yield outcomes from USPTO patents with 853,638 reactions. The task is: Predict the reaction yield, written as a fraction of the theoretical maximum amount of product (1.0 means a 100% yield; for example, 0.34 means a 34% yield). (1) The reactants are [CH3:1][O:2][C:3](=[O:19])[C@@H:4]([NH2:18])[CH2:5][C:6]1[CH:11]=[CH:10][C:9]([C:12]2[CH:17]=[CH:16][CH:15]=[CH:14][CH:13]=2)=[CH:8][CH:7]=1.[I:20][C:21]1[CH:22]=[CH:23][C:24]([NH2:30])=[C:25]([CH:29]=1)[C:26](O)=[O:27]. No catalyst specified. The product is [CH3:1][O:2][C:3](=[O:19])[C@@H:4]([NH:18][C:26](=[O:27])[C:25]1[CH:29]=[C:21]([I:20])[CH:22]=[CH:23][C:24]=1[NH2:30])[CH2:5][C:6]1[CH:11]=[CH:10][C:9]([C:12]2[CH:17]=[CH:16][CH:15]=[CH:14][CH:13]=2)=[CH:8][CH:7]=1. The yield is 0.800. (2) The reactants are Br[C:2]1[CH:7]=[CH:6][C:5]([O:8][CH3:9])=[C:4]([O:10][CH2:11][CH3:12])[CH:3]=1.C([Li])CCC.[CH2:18]([O:20][C:21]1[CH:22]=[C:23]([CH:26]=[CH:27][C:28]=1[O:29][CH3:30])[CH:24]=[O:25])[CH3:19].C(O)(C)C. The catalyst is C1COCC1.O. The product is [CH2:11]([O:10][C:4]1[CH:3]=[C:2]([CH:24]([C:23]2[CH:26]=[CH:27][C:28]([O:29][CH3:30])=[C:21]([O:20][CH2:18][CH3:19])[CH:22]=2)[OH:25])[CH:7]=[CH:6][C:5]=1[O:8][CH3:9])[CH3:12]. The yield is 1.00. (3) The reactants are Br[C:2]1[CH:16]=[CH:15][C:5]([CH2:6][CH2:7][O:8][CH:9]2[CH2:14][CH2:13][CH2:12][CH2:11][O:10]2)=[CH:4][CH:3]=1.C([Li])CCC.[SiH:22](Cl)([C:27]([CH3:30])([CH3:29])[CH3:28])[C:23]([CH3:26])([CH3:25])[CH3:24].C([O-])(O)=O.[Na+]. The catalyst is C1COCC1. The product is [C:23]([SiH:22]([C:27]([CH3:30])([CH3:29])[CH3:28])[C:2]1[CH:16]=[CH:15][C:5]([CH2:6][CH2:7][O:8][CH:9]2[CH2:14][CH2:13][CH2:12][CH2:11][O:10]2)=[CH:4][CH:3]=1)([CH3:26])([CH3:25])[CH3:24]. The yield is 0.740. (4) The reactants are [S:1]1[C:5]([CH2:6][OH:7])=[CH:4][N:3]=[CH:2]1.[CH2:8]([S:10]([C:13]1[CH:14]=[C:15]([C:19]2[C:24]3[C:25]4[CH:31]=[C:30]([CH3:32])[CH:29]=[N:28][C:26]=4[NH:27][C:23]=3[C:22](OCCCN(C)C)=[N:21][CH:20]=2)[CH:16]=[CH:17][CH:18]=1)(=[O:12])=[O:11])[CH3:9]. No catalyst specified. The product is [CH2:8]([S:10]([C:13]1[CH:14]=[C:15]([C:19]2[C:24]3[C:25]4[CH:31]=[C:30]([CH3:32])[CH:29]=[N:28][C:26]=4[NH:27][C:23]=3[C:22]([O:7][CH2:6][C:5]3[S:1][CH:2]=[N:3][CH:4]=3)=[N:21][CH:20]=2)[CH:16]=[CH:17][CH:18]=1)(=[O:11])=[O:12])[CH3:9]. The yield is 0.200. (5) The reactants are C(O[C:4]([C:6]1[N:7]([C@@H:23]([CH2:35][NH:36]C(OC(C)(C)C)=O)[CH2:24][O:25][Si:26]([CH3:34])([CH3:33])C(C)(C)C(C)C)[C:8]2[C:13]([CH:14]=1)=[CH:12][C:11]([O:15][CH2:16][C:17]1[CH:22]=[CH:21][CH:20]=[CH:19][CH:18]=1)=[CH:10][CH:9]=2)=[O:5])C.N1C=CN=C1.C[Si](Cl)(C)[C:51]([CH:54]([CH3:56])[CH3:55])([CH3:53])[CH3:52]. The catalyst is CN(C)C=O. The product is [CH2:16]([O:15][C:11]1[CH:12]=[CH:13][C:8]2[N:7]3[C@H:23]([CH:24]([C:51]([CH3:53])([CH3:52])[CH:54]([CH3:56])[CH3:55])[O:25][SiH:26]([CH3:33])[CH3:34])[CH2:35][NH:36][C:4](=[O:5])[C:6]3=[CH:14][C:9]=2[CH:10]=1)[C:17]1[CH:22]=[CH:21][CH:20]=[CH:19][CH:18]=1. The yield is 0.350. (6) The reactants are C(O[B:5]1[O:9][C:8]([CH3:11])([CH3:10])[C:7]([CH3:13])([CH3:12])[O:6]1)(C)C.C([Li])CCC.[F:19][C:20]1[CH:25]=[C:24]([O:26][CH:27]([CH3:29])[CH3:28])[CH:23]=[C:22]([F:30])[CH:21]=1. No catalyst specified. The product is [F:19][C:20]1[CH:25]=[C:24]([O:26][CH:27]([CH3:28])[CH3:29])[CH:23]=[C:22]([F:30])[C:21]=1[B:5]1[O:6][C:7]([CH3:12])([CH3:13])[C:8]([CH3:10])([CH3:11])[O:9]1. The yield is 0.990.